From a dataset of NCI-60 drug combinations with 297,098 pairs across 59 cell lines. Regression. Given two drug SMILES strings and cell line genomic features, predict the synergy score measuring deviation from expected non-interaction effect. (1) Drug 1: CC(CN1CC(=O)NC(=O)C1)N2CC(=O)NC(=O)C2. Drug 2: CC1C(C(=O)NC(C(=O)N2CCCC2C(=O)N(CC(=O)N(C(C(=O)O1)C(C)C)C)C)C(C)C)NC(=O)C3=C4C(=C(C=C3)C)OC5=C(C(=O)C(=C(C5=N4)C(=O)NC6C(OC(=O)C(N(C(=O)CN(C(=O)C7CCCN7C(=O)C(NC6=O)C(C)C)C)C)C(C)C)C)N)C. Cell line: SNB-75. Synergy scores: CSS=1.80, Synergy_ZIP=-0.756, Synergy_Bliss=0.721, Synergy_Loewe=1.38, Synergy_HSA=0.933. (2) Drug 2: B(C(CC(C)C)NC(=O)C(CC1=CC=CC=C1)NC(=O)C2=NC=CN=C2)(O)O. Synergy scores: CSS=40.6, Synergy_ZIP=-0.348, Synergy_Bliss=1.52, Synergy_Loewe=-16.8, Synergy_HSA=0.292. Drug 1: CC1C(C(CC(O1)OC2CC(CC3=C2C(=C4C(=C3O)C(=O)C5=C(C4=O)C(=CC=C5)OC)O)(C(=O)CO)O)N)O.Cl. Cell line: MALME-3M. (3) Drug 1: C1=CC(=CC=C1CCC2=CNC3=C2C(=O)NC(=N3)N)C(=O)NC(CCC(=O)O)C(=O)O. Drug 2: C1C(C(OC1N2C=NC3=C2NC=NCC3O)CO)O. Cell line: SF-295. Synergy scores: CSS=28.6, Synergy_ZIP=0.649, Synergy_Bliss=0.304, Synergy_Loewe=-22.9, Synergy_HSA=1.07. (4) Drug 1: CC12CCC3C(C1CCC2O)C(CC4=C3C=CC(=C4)O)CCCCCCCCCS(=O)CCCC(C(F)(F)F)(F)F. Drug 2: C1CCC(C(C1)N)N.C(=O)(C(=O)[O-])[O-].[Pt+4]. Cell line: HOP-92. Synergy scores: CSS=12.1, Synergy_ZIP=-0.477, Synergy_Bliss=0.711, Synergy_Loewe=-2.83, Synergy_HSA=1.82. (5) Drug 1: CC1=C(N=C(N=C1N)C(CC(=O)N)NCC(C(=O)N)N)C(=O)NC(C(C2=CN=CN2)OC3C(C(C(C(O3)CO)O)O)OC4C(C(C(C(O4)CO)O)OC(=O)N)O)C(=O)NC(C)C(C(C)C(=O)NC(C(C)O)C(=O)NCCC5=NC(=CS5)C6=NC(=CS6)C(=O)NCCC[S+](C)C)O. Drug 2: C1=NC2=C(N1)C(=S)N=CN2. Cell line: CAKI-1. Synergy scores: CSS=38.1, Synergy_ZIP=-5.25, Synergy_Bliss=-7.14, Synergy_Loewe=-5.97, Synergy_HSA=-2.67. (6) Drug 1: CC1=CC=C(C=C1)C2=CC(=NN2C3=CC=C(C=C3)S(=O)(=O)N)C(F)(F)F. Cell line: NCI-H322M. Synergy scores: CSS=-0.0465, Synergy_ZIP=0.773, Synergy_Bliss=2.60, Synergy_Loewe=-0.378, Synergy_HSA=-0.0294. Drug 2: C1C(C(OC1N2C=NC3=C2NC=NCC3O)CO)O. (7) Drug 1: C1CN1P(=S)(N2CC2)N3CC3. Drug 2: CC1=C2C(C(=O)C3(C(CC4C(C3C(C(C2(C)C)(CC1OC(=O)C(C(C5=CC=CC=C5)NC(=O)C6=CC=CC=C6)O)O)OC(=O)C7=CC=CC=C7)(CO4)OC(=O)C)O)C)OC(=O)C. Cell line: DU-145. Synergy scores: CSS=55.4, Synergy_ZIP=5.76, Synergy_Bliss=3.41, Synergy_Loewe=-0.688, Synergy_HSA=0.261. (8) Drug 1: C1C(C(OC1N2C=C(C(=O)NC2=O)F)CO)O. Drug 2: CCC1(CC2CC(C3=C(CCN(C2)C1)C4=CC=CC=C4N3)(C5=C(C=C6C(=C5)C78CCN9C7C(C=CC9)(C(C(C8N6C=O)(C(=O)OC)O)OC(=O)C)CC)OC)C(=O)OC)O.OS(=O)(=O)O. Cell line: SF-539. Synergy scores: CSS=42.1, Synergy_ZIP=0.598, Synergy_Bliss=4.58, Synergy_Loewe=-5.93, Synergy_HSA=5.29. (9) Drug 1: CC1C(C(CC(O1)OC2CC(CC3=C2C(=C4C(=C3O)C(=O)C5=C(C4=O)C(=CC=C5)OC)O)(C(=O)CO)O)N)O.Cl. Drug 2: B(C(CC(C)C)NC(=O)C(CC1=CC=CC=C1)NC(=O)C2=NC=CN=C2)(O)O. Cell line: KM12. Synergy scores: CSS=73.8, Synergy_ZIP=-4.05, Synergy_Bliss=-0.180, Synergy_Loewe=1.47, Synergy_HSA=2.32.